The task is: Predict the reaction yield, written as a fraction of the theoretical maximum amount of product (1.0 means a 100% yield; for example, 0.34 means a 34% yield).. This data is from Reaction yield outcomes from USPTO patents with 853,638 reactions. (1) The reactants are [OH-].[NH4+:2].[Cl:3][C:4]1[CH:12]=[CH:11][C:7]([C:8](Cl)=[O:9])=[C:6]([CH3:13])[CH:5]=1.O. The catalyst is O1CCCC1. The product is [Cl:3][C:4]1[CH:12]=[CH:11][C:7]([C:8]([NH2:2])=[O:9])=[C:6]([CH3:13])[CH:5]=1. The yield is 0.840. (2) The catalyst is C(Cl)Cl. The yield is 0.750. The reactants are Cl.[CH3:2][NH:3][O:4][CH3:5].CCN(C(C)C)C(C)C.C[Al](C)C.[F:19][CH:20]([F:41])[O:21][C:22]1[CH:27]=[CH:26][CH:25]=[CH:24][C:23]=1[N:28]1[CH:33]=[C:32]([O:34][CH3:35])[C:31](=[O:36])[C:30]([C:37]([O:39]C)=O)=[N:29]1. The product is [F:41][CH:20]([F:19])[O:21][C:22]1[CH:27]=[CH:26][CH:25]=[CH:24][C:23]=1[N:28]1[CH:33]=[C:32]([O:34][CH3:35])[C:31](=[O:36])[C:30]([C:37]([N:3]([O:4][CH3:5])[CH3:2])=[O:39])=[N:29]1.